Dataset: Experimentally validated miRNA-target interactions with 360,000+ pairs, plus equal number of negative samples. Task: Binary Classification. Given a miRNA mature sequence and a target amino acid sequence, predict their likelihood of interaction. (1) The miRNA is mmu-miR-199a-5p with sequence CCCAGUGUUCAGACUACCUGUUC. The protein sequence of the target gene is MLFSWREDPGAQCLLLSLLLLAASEVGSGQLHYSVSEEAKHGTFVGRIAQDLGLELAELVPRLFRVASKRHGDLLEVNLQNGILFVNSRIDREELCGRSAECSIHLEVIVDRPLQVFHVEVEVKDINDNAPVFPMAVKNLFISESRQPGSRFSLEGASDADIGTNSLLTYSLDSTEYFTLDVKRNDEEIKSLGLVLKKNLNREDTPKHYLLITAIDGGKPELTGTTQLKITVLDVNDNAPAFERTIYKVRLLENAPNGTLVVTVNATDLDEGVNKDIAYSFNTDMSADILSKFHLDPVNG.... Result: 0 (no interaction). (2) The miRNA is mmu-miR-302b-3p with sequence UAAGUGCUUCCAUGUUUUAGUAG. The protein sequence of the target gene is MTICQFFLQGRCRFGDRCWNEHPGARGAGGARQPPPQQQPPSGNNRRGWNASSQRYSNVIQPSSFPKSTPWGGSRDQDKPPFGSFDSGASTSRGFGSSQNPFASPLSDEQKDEKKLLEGIVKDVEVWESSGQWMFSVYSPVRKKPNISGFTDISPEELRLEYHNFLTSNNLQSYLNSVQQLVSQWRNRINELKNLTMSTKGALLSDVKDGVSQAVPAFGFGSKQAGSFGSPGFPVNNSSSSTVQNFSFKTSPGLATPPSGSTSVFGSHPAFGAGPSAGSSISSSTPAFGLGKPEATSAAS.... Result: 0 (no interaction). (3) Result: 1 (interaction). The miRNA is hsa-miR-4468 with sequence AGAGCAGAAGGAUGAGAU. The protein sequence of the target gene is MRSLPFALTVESVSARAPTCCSTGRFTQGRQPCKCKACGRGFTQSASLLQHWRVHSDWRETLSLSPVRQDLLWPLQPHQAPASPLGRSHSSAGVRQGFSGQLCCWLTKEHTLAEALRLSPVPAGFWGPVEADRPPANSHRRVCPFCCCSCGDSVNEKTSLSQRVLPHPGEKTCRGGSVESVSLAPSSVAPDSTSGLRPCGSPGSFLQHLPPSTLLPRPPFLYPGPPLSLQPLVPSGLPAVPAVPLGGLEVAQVPPATQPAAQQEGAMGPRSCASAGRDSREAVQAPGYPEPARKASQHRA....